The task is: Regression/Classification. Given a drug SMILES string, predict its absorption, distribution, metabolism, or excretion properties. Task type varies by dataset: regression for continuous measurements (e.g., permeability, clearance, half-life) or binary classification for categorical outcomes (e.g., BBB penetration, CYP inhibition). Dataset: rlm.. This data is from Rat liver microsome stability data. (1) The drug is C[C@@H](Oc1nc(-c2cnn(C)c2)cc2ncsc12)[C@H]1CNC(=O)C1. The result is 0 (unstable in rat liver microsomes). (2) The molecule is Cc1ccc(C2=CSC(NC(=O)CSc3nncn3C)=NN2)cc1. The result is 1 (stable in rat liver microsomes). (3) The drug is CC(C)NC(=O)C1CCN(C(=O)c2cc3sccc3n2Cc2ccc(Cl)cc2)CC1. The result is 1 (stable in rat liver microsomes). (4) The drug is CC1(c2ccc(-c3ccc(C#N)cn3)cc2)COC1. The result is 0 (unstable in rat liver microsomes). (5) The molecule is Cc1c(Cl)cccc1NC(=O)CNS(=O)(=O)c1cccs1. The result is 1 (stable in rat liver microsomes).